From a dataset of Full USPTO retrosynthesis dataset with 1.9M reactions from patents (1976-2016). Predict the reactants needed to synthesize the given product. (1) The reactants are: C([O:8][C:9]1[N:10]=[N:11][C:12](/[CH:23]=[CH:24]/[C:25]2[CH:30]=[CH:29][CH:28]=[CH:27][CH:26]=2)=[CH:13][C:14]=1[O:15]CC1C=CC=CC=1)C1C=CC=CC=1. Given the product [OH:8][C:9]1[C:14](=[O:15])[CH:13]=[C:12]([CH2:23][CH2:24][C:25]2[CH:30]=[CH:29][CH:28]=[CH:27][CH:26]=2)[NH:11][N:10]=1, predict the reactants needed to synthesize it. (2) Given the product [Cl:8][C:9]1[CH:17]=[CH:16][C:12]([C:13]([NH:58][C:59]2([C:72]3[CH:73]=[CH:74][CH:75]=[CH:76][CH:77]=3)[CH2:60][CH2:61][N:62]([C:65]([O:67][C:68]([CH3:71])([CH3:70])[CH3:69])=[O:66])[CH2:63][CH2:64]2)=[O:15])=[CH:11][C:10]=1[NH:18][C:19]([C:21]1[C:32](=[O:33])[NH:31][C:24]2[N:25]=[C:26]([O:29][CH3:30])[N:27]=[CH:28][C:23]=2[CH:22]=1)=[O:20], predict the reactants needed to synthesize it. The reactants are: C(N(CC)CC)C.[Cl:8][C:9]1[CH:17]=[CH:16][C:12]([C:13]([OH:15])=O)=[CH:11][C:10]=1[NH:18][C:19]([C:21]1[C:32](=[O:33])[NH:31][C:24]2[N:25]=[C:26]([O:29][CH3:30])[N:27]=[CH:28][C:23]=2[CH:22]=1)=[O:20].CN(C(ON1N=NC2C=CC=NC1=2)=[N+](C)C)C.F[P-](F)(F)(F)(F)F.[NH2:58][C:59]1([C:72]2[CH:77]=[CH:76][CH:75]=[CH:74][CH:73]=2)[CH2:64][CH2:63][N:62]([C:65]([O:67][C:68]([CH3:71])([CH3:70])[CH3:69])=[O:66])[CH2:61][CH2:60]1.